Predict the reactants needed to synthesize the given product. From a dataset of Full USPTO retrosynthesis dataset with 1.9M reactions from patents (1976-2016). (1) The reactants are: [CH2:1]([CH:3]([CH2:35][CH3:36])[CH:4]([NH:17][C:18]1[CH:23]=[CH:22][C:21]([C:24]([N:26]([CH3:34])[CH2:27][CH2:28][C:29]([O:31]CC)=[O:30])=[O:25])=[CH:20][CH:19]=1)[C:5]1[O:6][C:7]2[CH:14]=[CH:13][C:12]([O:15][CH3:16])=[CH:11][C:8]=2[C:9]=1[CH3:10])[CH3:2].O1CCCC1.[OH-].[Na+]. Given the product [CH2:35]([CH:3]([CH2:1][CH3:2])[CH:4]([NH:17][C:18]1[CH:19]=[CH:20][C:21]([C:24]([N:26]([CH3:34])[CH2:27][CH2:28][C:29]([OH:31])=[O:30])=[O:25])=[CH:22][CH:23]=1)[C:5]1[O:6][C:7]2[CH:14]=[CH:13][C:12]([O:15][CH3:16])=[CH:11][C:8]=2[C:9]=1[CH3:10])[CH3:36], predict the reactants needed to synthesize it. (2) Given the product [Cl:8][C:6]1[CH:7]=[C:2]([N:30]2[CH2:35][CH2:34][O:33][CH2:32][CH2:31]2)[C:3]2[N:4]([CH:9]=[C:10]([CH2:12][C:13]([O:15][CH2:16][CH3:17])=[O:14])[N:11]=2)[N:5]=1, predict the reactants needed to synthesize it. The reactants are: Br[C:2]1[C:3]2[N:4]([CH:9]=[C:10]([CH2:12][C:13]([O:15][CH2:16][CH3:17])=[O:14])[N:11]=2)[N:5]=[C:6]([Cl:8])[CH:7]=1.C(#N)C.CCN(C(C)C)C(C)C.[NH:30]1[CH2:35][CH2:34][O:33][CH2:32][CH2:31]1. (3) Given the product [CH3:3][C:4]1([C:9]2[S:13][CH:12]=[C:11]([CH2:14][N:15]3[N:19]=[C:18]([NH2:20])[CH:17]=[N:16]3)[CH:10]=2)[O:8][CH2:7][CH2:6][O:5]1, predict the reactants needed to synthesize it. The reactants are: N#N.[CH3:3][C:4]1([C:9]2[S:13][CH:12]=[C:11]([CH2:14][N:15]3[N:19]=[C:18]([N+:20]([O-])=O)[CH:17]=[N:16]3)[CH:10]=2)[O:8][CH2:7][CH2:6][O:5]1.[NH4+].[Cl-]. (4) Given the product [C:10]([O:9][C:7]([N:1]1[CH2:6][CH2:5][N:4]([C:15]2[CH:20]=[CH:19][C:18]([F:21])=[CH:17][C:16]=2[C:22]([F:23])([F:25])[F:24])[CH2:3][CH2:2]1)=[O:8])([CH3:13])([CH3:12])[CH3:11], predict the reactants needed to synthesize it. The reactants are: [N:1]1([C:7]([O:9][C:10]([CH3:13])([CH3:12])[CH3:11])=[O:8])[CH2:6][CH2:5][NH:4][CH2:3][CH2:2]1.Br[C:15]1[CH:20]=[CH:19][C:18]([F:21])=[CH:17][C:16]=1[C:22]([F:25])([F:24])[F:23].C1(P(C2C=CC=CC=2)C2C=CC3C(=CC=CC=3)C=2C2C3C(=CC=CC=3)C=CC=2P(C2C=CC=CC=2)C2C=CC=CC=2)C=CC=CC=1.CC(C)([O-])C.[Na+]. (5) Given the product [I:1][C:2]1[CH:9]=[CH:8][C:5]([C:6]2[CH:18]=[CH:17][NH:30][CH:29]=2)=[CH:4][CH:3]=1, predict the reactants needed to synthesize it. The reactants are: [I:1][C:2]1[CH:9]=[CH:8][C:5]([CH:6]=O)=[CH:4][CH:3]=1.C(O[CH2:17][CH3:18])(=O)CC([O-])=O.S([CH2:29][N+:30]#[C-])(C1C=CC(C)=CC=1)(=O)=O.